From a dataset of Peptide-MHC class I binding affinity with 185,985 pairs from IEDB/IMGT. Regression. Given a peptide amino acid sequence and an MHC pseudo amino acid sequence, predict their binding affinity value. This is MHC class I binding data. The peptide sequence is LSHCWPWFK. The MHC is HLA-A68:02 with pseudo-sequence HLA-A68:02. The binding affinity (normalized) is 0.0847.